The task is: Predict which catalyst facilitates the given reaction.. This data is from Catalyst prediction with 721,799 reactions and 888 catalyst types from USPTO. (1) Reactant: [NH:1]1[C:9]2[CH:8]=[CH:7][CH:6]=[C:5]3[CH2:10][CH2:11][N:12]([C:14]([O:16][C:17]([CH3:20])([CH3:19])[CH3:18])=[O:15])[CH2:13][CH:3]([C:4]=23)[CH2:2]1.C=O.[C:23](O[BH-](OC(=O)C)OC(=O)C)(=O)C.[Na+].C(O)(=O)C. Product: [CH3:23][N:1]1[C:9]2[CH:8]=[CH:7][CH:6]=[C:5]3[CH2:10][CH2:11][N:12]([C:14]([O:16][C:17]([CH3:20])([CH3:19])[CH3:18])=[O:15])[CH2:13][CH:3]([C:4]=23)[CH2:2]1. The catalyst class is: 192. (2) Reactant: [I:1][C:2]1[C:3]([NH2:8])=[N:4][CH:5]=[CH:6][CH:7]=1.ClCCl.[Br:12]N1C(=O)CCC1=O. Product: [Br:12][C:6]1[CH:7]=[C:2]([I:1])[C:3]([NH2:8])=[N:4][CH:5]=1. The catalyst class is: 6. (3) Reactant: CO.[CH3:3][S:4][CH2:5][CH2:6][O:7][C:8]1[CH:9]=[C:10]2[C:14](=[CH:15][CH:16]=1)[NH:13][C:12]([C:17]([O:19]CC)=[O:18])=[CH:11]2.[Li+].[OH-]. Product: [CH3:3][S:4][CH2:5][CH2:6][O:7][C:8]1[CH:9]=[C:10]2[C:14](=[CH:15][CH:16]=1)[NH:13][C:12]([C:17]([OH:19])=[O:18])=[CH:11]2. The catalyst class is: 1. (4) Reactant: C[O:2][C:3](=[O:32])[CH2:4][C:5]1[C:14]2[C:9](=[CH:10][C:11]([O:17][CH3:18])=[C:12]([O:15][CH3:16])[CH:13]=2)[C:8]([C:19](=[O:31])[C:20]2[CH:25]=[CH:24][CH:23]=[C:22]([O:26][CH:27]([CH2:29][CH3:30])[CH3:28])[CH:21]=2)=[N:7][CH:6]=1.[OH-].[Na+]. Product: [CH:27]([O:26][C:22]1[CH:21]=[C:20]([CH:25]=[CH:24][CH:23]=1)[C:19]([C:8]1[C:9]2[C:14](=[CH:13][C:12]([O:15][CH3:16])=[C:11]([O:17][CH3:18])[CH:10]=2)[C:5]([CH2:4][C:3]([OH:32])=[O:2])=[CH:6][N:7]=1)=[O:31])([CH2:29][CH3:30])[CH3:28]. The catalyst class is: 5.